Dataset: Full USPTO retrosynthesis dataset with 1.9M reactions from patents (1976-2016). Task: Predict the reactants needed to synthesize the given product. (1) Given the product [Cl:36][CH2:35][C:34]([C:31]1[S:30][CH:29]=[CH:28][C:32]=1[CH3:33])=[O:37], predict the reactants needed to synthesize it. The reactants are: BrC1SC(Cl)=C(Cl)C=1C(=O)CCl.CC1C=CSC=1.ClCC(Cl)=O.ClCC([C:28]1[C:32]([CH3:33])=[C:31]([C:34](=[O:37])[CH2:35][Cl:36])[S:30][CH:29]=1)=O.ClCC(C1SC=C(C)C=1)=O. (2) Given the product [Br:1][C:2]1[N:7]=[CH:6][C:5]2[C:8]([Cl:16])=[C:9]([C:11]3[O:15][CH:14]=[N:13][CH:12]=3)[N:10]([C:24]([O:26][C:27]([CH3:30])([CH3:29])[CH3:28])=[O:25])[C:4]=2[CH:3]=1, predict the reactants needed to synthesize it. The reactants are: [Br:1][C:2]1[N:7]=[CH:6][C:5]2[C:8]([Cl:16])=[C:9]([C:11]3[O:15][CH:14]=[N:13][CH:12]=3)[NH:10][C:4]=2[CH:3]=1.C(N(CC)CC)C.[C:24](O[C:24]([O:26][C:27]([CH3:30])([CH3:29])[CH3:28])=[O:25])([O:26][C:27]([CH3:30])([CH3:29])[CH3:28])=[O:25]. (3) Given the product [F:61][C:62]1[CH:67]=[CH:66][CH:65]=[CH:64][C:63]=1[NH:8][C:9](=[O:35])[NH:10][C:11]1[CH:16]=[CH:15][C:14]([C:17]2[CH:18]=[C:19]3[C:23](=[CH:24][CH:25]=2)[C:22](=[O:26])[N:21]([C@@H:27]([CH:32]([CH3:33])[CH3:34])[C:28]([O:30][CH3:31])=[O:29])[CH2:20]3)=[CH:13][CH:12]=1, predict the reactants needed to synthesize it. The reactants are: FC1C=CC([NH:8][C:9](=[O:35])[NH:10][C:11]2[CH:16]=[CH:15][C:14]([C:17]3[CH:18]=[C:19]4[C:23](=[CH:24][CH:25]=3)[C:22](=[O:26])[N:21]([C@@H:27]([CH:32]([CH3:34])[CH3:33])[C:28]([O:30][CH3:31])=[O:29])[CH2:20]4)=[CH:13][CH:12]=2)=CC=1.NC1C=CC(C2C=C3C(=CC=2)C(=O)N([C@@H](C(C)C)C(OC)=O)C3)=CC=1.[F:61][C:62]1[CH:67]=[CH:66][CH:65]=[CH:64][C:63]=1N=C=O. (4) The reactants are: [OH:1][C:2]1[CH:7]=[CH:6][C:5]([C:8]2[C:9]([CH2:21][NH:22][C:23]3[CH:28]=[CH:27][CH:26]=[CH:25][C:24]=3[O:29][CH3:30])=[C:10]3[C:15](=[CH:16][CH:17]=2)[NH:14][C:13]([CH3:19])([CH3:18])[CH:12]=[C:11]3[CH3:20])=[C:4]([O:31][CH3:32])[CH:3]=1.C(N(CC)CC)C.[C:40](Cl)(=[O:43])[O:41][CH3:42]. Given the product [CH3:32][O:31][C:4]1[CH:3]=[C:2]([O:1][C:40]([O:41][CH3:42])=[O:43])[CH:7]=[CH:6][C:5]=1[C:8]1[C:9]([CH2:21][NH:22][C:23]2[CH:28]=[CH:27][CH:26]=[CH:25][C:24]=2[O:29][CH3:30])=[C:10]2[C:15](=[CH:16][CH:17]=1)[NH:14][C:13]([CH3:19])([CH3:18])[CH:12]=[C:11]2[CH3:20], predict the reactants needed to synthesize it. (5) Given the product [Cl:1][C:2]1[CH:7]=[CH:6][C:5]([N:8]2[C:12]([CH2:13][CH2:14][CH3:15])=[C:11]([C:16]([N:20]([CH:21]3[CH2:26][CH2:25][CH2:24][CH2:23][CH2:22]3)[CH3:19])=[O:17])[CH:10]=[N:9]2)=[CH:4][CH:3]=1, predict the reactants needed to synthesize it. The reactants are: [Cl:1][C:2]1[CH:7]=[CH:6][C:5]([N:8]2[C:12]([CH2:13][CH2:14][CH3:15])=[C:11]([C:16](Cl)=[O:17])[CH:10]=[N:9]2)=[CH:4][CH:3]=1.[CH3:19][NH:20][CH:21]1[CH2:26][CH2:25][CH2:24][CH2:23][CH2:22]1. (6) Given the product [OH:34][CH2:33][C:32]1[C:31]([N:35]2[CH:47]=[CH:46][N:38]3[C:39]4[CH2:40][CH2:41][CH2:42][CH2:43][C:44]=4[CH:45]=[C:37]3[C:36]2=[O:48])=[N:30][CH:29]=[CH:28][C:27]=1[C:4]1[CH:5]=[C:6]([NH:9][C:10]2[CH:15]=[CH:14][C:13]([N:16]3[CH2:21][CH2:20][N:19]([CH:22]4[CH2:25][O:24][CH2:23]4)[CH2:18][C@@H:17]3[CH3:26])=[CH:12][N:11]=2)[C:7](=[O:8])[N:2]([CH3:1])[CH:3]=1, predict the reactants needed to synthesize it. The reactants are: [CH3:1][N:2]1[C:7](=[O:8])[C:6]([NH:9][C:10]2[CH:15]=[CH:14][C:13]([N:16]3[CH2:21][CH2:20][N:19]([CH:22]4[CH2:25][O:24][CH2:23]4)[CH2:18][C@@H:17]3[CH3:26])=[CH:12][N:11]=2)=[CH:5][C:4]([C:27]2[C:32]([CH:33]=[O:34])=[C:31]([N:35]3[CH:47]=[CH:46][N:38]4[C:39]5[CH2:40][CH2:41][CH2:42][CH2:43][C:44]=5[CH:45]=[C:37]4[C:36]3=[O:48])[N:30]=[CH:29][CH:28]=2)=[CH:3]1.[BH4-].[Na+]. (7) Given the product [CH3:6][O:7][C:8]1[CH:13]=[CH:12][C:11]([O:14][C@H:19]2[CH:18]=[CH:5][C:1]3[C:2](=[CH:5][CH:1]=[CH:2][CH:3]=3)[C@@H:3]2[OH:4])=[CH:10][CH:9]=1, predict the reactants needed to synthesize it. The reactants are: [CH2:1]1[CH2:5][O:4][CH2:3][CH2:2]1.[CH3:6][O:7][C:8]1[CH:13]=[CH:12][C:11]([OH:14])=[CH:10][CH:9]=1.C(O[CH2:18][CH3:19])C.